Dataset: Drug-target binding data from BindingDB using IC50 measurements. Task: Regression. Given a target protein amino acid sequence and a drug SMILES string, predict the binding affinity score between them. We predict pIC50 (pIC50 = -log10(IC50 in M); higher means more potent). Dataset: bindingdb_ic50. The small molecule is COc1ccc2c(c1)[C@]13CCCC[C@@H]1[C@H](C2)N(C)CC3. The target protein (P12938) has sequence MELLAGTGLWPMAIFTVIFILLVDLMHRRQRWTSRYPPGPVPWPVLGNLLQVDLCNMPYSMYKLQNRYGDVFSLQMGWKPVVVINGLKAVQELLVTCGEDTADRPEMPIFQHIGYGHKAKGVVLAPYGPEWREQRRFSVSTLRNFGVGKKSLEQWVTDEASHLCDALTAEAGRPLDPYTLLNKAVCNVIASLIYARRFDYGDPDFIKVLKILKESMGEQTGLFPEVLNMFPVLLRIPGLADKVFPGQKTFLTMVDNLVTEHKKTWDPDQPPRDLTDAFLAEIEKAKGNPESSFNDANLRLVVNDLFGAGMVTTSITLTWALLLMILHPDVQCRVQQEIDEVIGQVRHPEMADQAHMPFTNAVIHEVQRFADIVPMNLPHKTSRDIEVQGFLIPKGTTLIPNLSSVLKDETVWEKPLRFHPEHFLDAQGNFVKHEAFMPFSAGRRACLGEPLARMELFLFFTCLLQRFSFSVPTGQPRPSDYGVFAFLLSPSPYQLCAFKR.... The pIC50 is 4.7.